Dataset: Retrosynthesis with 50K atom-mapped reactions and 10 reaction types from USPTO. Task: Predict the reactants needed to synthesize the given product. (1) Given the product CCOC(=O)c1ccc(OCCOCCOC)cc1, predict the reactants needed to synthesize it. The reactants are: CCOC(=O)c1ccc(O)cc1.COCCOCCBr. (2) Given the product CC(C)(C)OC(=O)Nc1cccc(-c2cnc(N)c(C(=O)Nc3ccncc3)c2)c1, predict the reactants needed to synthesize it. The reactants are: CC(C)(C)OC(=O)Nc1cccc(B(O)O)c1.Nc1ncc(Br)cc1C(=O)Nc1ccncc1. (3) Given the product Cn1c(=O)oc2cc(-n3cc(C(=O)O)c(=O)n(C4CCCc5c4cccc5C(F)(F)F)c3=O)ccc21, predict the reactants needed to synthesize it. The reactants are: CCOC(=O)c1cn(-c2ccc3c(c2)oc(=O)n3C)c(=O)n(C2CCCc3c2cccc3C(F)(F)F)c1=O. (4) Given the product CCOC(=O)C1CCCCC1O, predict the reactants needed to synthesize it. The reactants are: CCOC(=O)C1CCCCC1=O. (5) Given the product CC(C)(C)Cc1ccc2c(c1)C(N)CCN2C(=O)OCc1ccccc1, predict the reactants needed to synthesize it. The reactants are: CC(C)(C)Cc1ccc2c(c1)C(N=[N+]=[N-])CCN2C(=O)OCc1ccccc1. (6) Given the product COC[C@H]1C[C@@](Cc2cscn2)(C(=O)O)N(C(=O)c2ccc(C(C)(C)C)c(OC)c2)[C@H]1c1ncc(C)s1, predict the reactants needed to synthesize it. The reactants are: COC[C@H]1C[C@@](Cc2cscn2)(C(=O)OC(C)(C)C)N(C(=O)c2ccc(C(C)(C)C)c(OC)c2)[C@H]1c1ncc(C)s1. (7) Given the product CCN(CC)C(=O)CC(NC(=O)c1cnn(-c2ccc(Cl)c(Cl)c2)c1C)c1cccc(Br)c1, predict the reactants needed to synthesize it. The reactants are: CCNCC.Cc1c(C(=O)NC(CC(=O)Cl)c2cccc(Br)c2)cnn1-c1ccc(Cl)c(Cl)c1.